Dataset: Forward reaction prediction with 1.9M reactions from USPTO patents (1976-2016). Task: Predict the product of the given reaction. Given the reactants [NH:1]1[CH:5]=[CH:4][CH:3]=[C:2]1[CH2:6][C:7]([OH:9])=O.[CH3:10]COCC, predict the reaction product. The product is: [NH:1]1[CH:5]=[CH:4][CH:3]=[CH:2]1.[CH3:10][C:7]([CH3:6])=[O:9].